From a dataset of Forward reaction prediction with 1.9M reactions from USPTO patents (1976-2016). Predict the product of the given reaction. Given the reactants [Si]([O:8][CH2:9][CH2:10][O:11][C:12]1[CH:17]=[CH:16][CH:15]=[CH:14][C:13]=1[N:18]1[CH2:23][CH2:22][N:21]([CH2:24][C:25]2[S:26][C:27]3[CH:33]=[CH:32][CH:31]=[CH:30][C:28]=3[N:29]=2)[CH2:20][CH2:19]1)(C(C)(C)C)(C)C.[F-], predict the reaction product. The product is: [S:26]1[C:27]2[CH:33]=[CH:32][CH:31]=[CH:30][C:28]=2[N:29]=[C:25]1[CH2:24][N:21]1[CH2:22][CH2:23][N:18]([C:13]2[CH:14]=[CH:15][CH:16]=[CH:17][C:12]=2[O:11][CH2:10][CH2:9][OH:8])[CH2:19][CH2:20]1.